This data is from Reaction yield outcomes from USPTO patents with 853,638 reactions. The task is: Predict the reaction yield, written as a fraction of the theoretical maximum amount of product (1.0 means a 100% yield; for example, 0.34 means a 34% yield). (1) The reactants are [F:1][C:2]1[C:3]([NH2:9])=[N:4][CH:5]=[C:6]([F:8])[CH:7]=1.Br[CH2:11][C:12](=O)[CH2:13][CH2:14][C:15]#[C:16][Si:17]([CH3:20])([CH3:19])[CH3:18]. No catalyst specified. The product is [F:8][C:6]1[CH:7]=[C:2]([F:1])[C:3]2[N:4]([CH:11]=[C:12]([CH2:13][CH2:14][C:15]#[C:16][Si:17]([CH3:20])([CH3:19])[CH3:18])[N:9]=2)[CH:5]=1. The yield is 0.490. (2) The reactants are CS(O[CH2:6][C:7]1[CH:12]=[C:11]([N:13]2[CH2:18][CH2:17][O:16][CH2:15][C@H:14]2[CH3:19])[N:10]=[C:9]([Cl:20])[N:8]=1)(=O)=O.[I-:21].[Li+]. The catalyst is O1CCOCC1. The product is [Cl:20][C:9]1[N:10]=[C:11]([N:13]2[CH2:18][CH2:17][O:16][CH2:15][C@H:14]2[CH3:19])[CH:12]=[C:7]([CH2:6][I:21])[N:8]=1. The yield is 0.860. (3) The reactants are [CH3:1][O:2][C:3]1[CH:8]=[CH:7][C:6]([Mg]Br)=[CH:5][CH:4]=1.[N:11]12[CH2:18][CH2:17][C:14]([C:19]([O:21]CC)=O)([CH2:15][CH2:16]1)[CH2:13][CH2:12]2. The catalyst is C1COCC1. The product is [N:11]12[CH2:12][CH2:13][C:14]([C:19]([C:6]3[CH:7]=[CH:8][C:3]([O:2][CH3:1])=[CH:4][CH:5]=3)([C:6]3[CH:7]=[CH:8][C:3]([O:2][CH3:1])=[CH:4][CH:5]=3)[OH:21])([CH2:15][CH2:16]1)[CH2:17][CH2:18]2. The yield is 0.890.